From a dataset of Retrosynthesis with 50K atom-mapped reactions and 10 reaction types from USPTO. Predict the reactants needed to synthesize the given product. (1) Given the product CC(C)(C)OC(=O)N1CCC([C@H]2C[C@@H]2CCNc2ccc(S(C)(=O)=O)cc2)CC1, predict the reactants needed to synthesize it. The reactants are: CC(C)(C)OC(=O)N1CCC([C@H]2C[C@@H]2CCN)CC1.CS(=O)(=O)c1ccc(F)cc1. (2) Given the product N#Cc1cc(Cl)ccc1NC(=O)Oc1ccccc1, predict the reactants needed to synthesize it. The reactants are: N#Cc1cc(Cl)ccc1N.O=C(Cl)Oc1ccccc1. (3) Given the product CC(C(=O)O)c1ccc(C#N)nc1, predict the reactants needed to synthesize it. The reactants are: CCOC(=O)C(C)c1ccc(C#N)nc1. (4) Given the product CCCCCC(O)C(C=O)NC(C)=O, predict the reactants needed to synthesize it. The reactants are: CCCCCC(O)C(NC(C)=O)C(=O)O. (5) Given the product N#Cc1ccc(C(=O)Nc2ccccc2N2CCC(F)(F)CC2)o1, predict the reactants needed to synthesize it. The reactants are: N#Cc1ccc(C(=O)Cl)o1.Nc1ccccc1N1CCC(F)(F)CC1. (6) Given the product Cc1cc(C(O)(C(F)(F)F)C(F)(F)F)cc(C)c1OCCNCc1ccccc1, predict the reactants needed to synthesize it. The reactants are: Cc1cc(C(O)(C(F)(F)F)C(F)(F)F)cc(C)c1OCC(=O)NCc1ccccc1. (7) Given the product O=C(O)[C@H]1O[C@@H]1C(=O)NC(c1ccccc1)c1ccccc1, predict the reactants needed to synthesize it. The reactants are: CCOC(=O)[C@H]1O[C@@H]1C(=O)NC(c1ccccc1)c1ccccc1. (8) Given the product CCOC(=O)c1cc(C)n(Cc2cc(Cl)cc3cc(-c4cccnc4)oc23)n1, predict the reactants needed to synthesize it. The reactants are: CCOC(=O)c1cc(C)[nH]n1.CS(=O)(=O)OCc1cc(Cl)cc2cc(-c3cccnc3)oc12.